Dataset: Full USPTO retrosynthesis dataset with 1.9M reactions from patents (1976-2016). Task: Predict the reactants needed to synthesize the given product. (1) Given the product [Cl:1][C:6]1[CH:7]=[CH:8][CH:9]=[C:4]([F:3])[C:5]=1[OH:10], predict the reactants needed to synthesize it. The reactants are: [Cl:1]Cl.[F:3][C:4]1[CH:9]=[CH:8][CH:7]=[CH:6][C:5]=1[OH:10]. (2) The reactants are: Br[C:2]1[CH:7]=[CH:6][C:5]([Br:8])=[CH:4][N:3]=1.[CH2:9]([OH:16])[C:10]1[CH:15]=[CH:14][CH:13]=[CH:12][CH:11]=1.[OH-].[K+].C1OCCOC2C(=CC=CC=2)OCCOCCOC2C(=CC=CC=2)OC1. Given the product [CH2:9]([O:16][C:2]1[CH:7]=[CH:6][C:5]([Br:8])=[CH:4][N:3]=1)[C:10]1[CH:15]=[CH:14][CH:13]=[CH:12][CH:11]=1, predict the reactants needed to synthesize it. (3) Given the product [C:1]1([C:21]2[CH:22]=[CH:23][CH:24]=[CH:25][CH:26]=2)[CH:6]=[CH:5][CH:4]=[CH:3][C:2]=1[C:7]([NH:14][C:32](=[O:34])[CH3:33])([CH2:8][CH2:9][CH2:10][CH2:11][O:12][CH3:13])[CH2:27][CH:28]=[CH2:29], predict the reactants needed to synthesize it. The reactants are: [C:1]1([C:21]2[CH:26]=[CH:25][CH:24]=[CH:23][CH:22]=2)[CH:6]=[CH:5][CH:4]=[CH:3][C:2]=1[C:7](=[N:14]S(C(C)(C)C)=O)[CH2:8][CH2:9][CH2:10][CH2:11][O:12][CH3:13].[CH2:27]([Mg]Br)[CH:28]=[CH2:29].[C:32](Cl)(=[O:34])[CH3:33].C(N(CC)CC)C.